From a dataset of Forward reaction prediction with 1.9M reactions from USPTO patents (1976-2016). Predict the product of the given reaction. (1) Given the reactants [Cl:1][C:2]1[CH:3]=[CH:4][C:5]([O:29][CH:30]([F:32])[F:31])=[C:6]([C:8]2[C:12]([NH:13][C:14]([C:16]3[CH:17]=[N:18][N:19]4[CH:24]=[CH:23][CH:22]=[N:21][C:20]=34)=[O:15])=[CH:11][N:10]([CH2:25][C:26](O)=[O:27])[N:9]=2)[CH:7]=1.CCN(C(C)C)C(C)C.[CH3:42][N:43]1[CH2:50][C@@H:49]2[C@@H:45]([CH2:46][NH:47][CH2:48]2)[CH2:44]1.CN(C(ON1N=NC2C=CC=NC1=2)=[N+](C)C)C.F[P-](F)(F)(F)(F)F, predict the reaction product. The product is: [Cl:1][C:2]1[CH:3]=[CH:4][C:5]([O:29][CH:30]([F:32])[F:31])=[C:6]([C:8]2[C:12]([NH:13][C:14]([C:16]3[CH:17]=[N:18][N:19]4[CH:24]=[CH:23][CH:22]=[N:21][C:20]=34)=[O:15])=[CH:11][N:10]([CH2:25][C:26]([N:47]3[CH2:48][C@@H:49]4[C@@H:45]([CH2:44][N:43]([CH3:42])[CH2:50]4)[CH2:46]3)=[O:27])[N:9]=2)[CH:7]=1. (2) Given the reactants [CH2:1]([O:8][C:9]1[CH:24]=[C:23]([N:25]([CH2:41][C:42]2[CH:47]=[CH:46][C:45]([C:48]3[CH:53]=[CH:52][C:51](Br)=[CH:50][CH:49]=3)=[CH:44][CH:43]=2)[C:26](=[O:40])[CH2:27][N:28]([CH3:39])[S:29]([C:32]2[CH:37]=[CH:36][C:35]([CH3:38])=[CH:34][CH:33]=2)(=[O:31])=[O:30])[CH:22]=[CH:21][C:10]=1[C:11]([O:13][CH2:14][C:15]1[CH:20]=[CH:19][CH:18]=[CH:17][CH:16]=1)=[O:12])[C:2]1[CH:7]=[CH:6][CH:5]=[CH:4][CH:3]=1.[C:55]([C:58]1[CH:59]=[C:60](B(O)O)[CH:61]=[CH:62][CH:63]=1)(=[O:57])[NH2:56], predict the reaction product. The product is: [CH2:1]([O:8][C:9]1[CH:24]=[C:23]([N:25]([CH2:41][C:42]2[CH:47]=[CH:46][C:45]([C:48]3[CH:53]=[CH:52][C:51]([C:62]4[CH:61]=[CH:60][CH:59]=[C:58]([C:55](=[O:57])[NH2:56])[CH:63]=4)=[CH:50][CH:49]=3)=[CH:44][CH:43]=2)[C:26](=[O:40])[CH2:27][N:28]([CH3:39])[S:29]([C:32]2[CH:37]=[CH:36][C:35]([CH3:38])=[CH:34][CH:33]=2)(=[O:31])=[O:30])[CH:22]=[CH:21][C:10]=1[C:11]([O:13][CH2:14][C:15]1[CH:20]=[CH:19][CH:18]=[CH:17][CH:16]=1)=[O:12])[C:2]1[CH:7]=[CH:6][CH:5]=[CH:4][CH:3]=1. (3) The product is: [Cl:51][C:48]1[S:47][C:46]([S:43]([NH:42][C:41]([NH:15][CH:16]2[CH2:17][N:18]([C:20]3[C:33]([C:34]#[N:35])=[CH:32][C:23]([C:24]([O:26][CH2:27][C:28]([CH3:29])([CH3:30])[CH3:31])=[O:25])=[C:22]([CH3:36])[N:21]=3)[CH2:19]2)=[O:40])(=[O:45])=[O:44])=[CH:50][CH:49]=1. Given the reactants FC(F)(F)C(O)=O.FC(F)(F)C(O)=O.[NH2:15][CH:16]1[CH2:19][N:18]([C:20]2[C:33]([C:34]#[N:35])=[CH:32][C:23]([C:24]([O:26][CH2:27][C:28]([CH3:31])([CH3:30])[CH3:29])=[O:25])=[C:22]([CH3:36])[N:21]=2)[CH2:17]1.ClC(Cl)(Cl)C[O:40][C:41](=O)[NH:42][S:43]([C:46]1[S:47][C:48]([Cl:51])=[CH:49][CH:50]=1)(=[O:45])=[O:44].CCN(C(C)C)C(C)C.CCOC(C)=O, predict the reaction product. (4) Given the reactants II.Br[C:4]1[CH:9]=[CH:8][C:7]([O:10][CH2:11][CH3:12])=[CH:6][CH:5]=1.[Mg].[CH:14]1([C:17]2[CH:18]=[CH:19][C:20]([CH:25]=[O:26])=[N:21][C:22]=2[O:23][CH3:24])[CH2:16][CH2:15]1, predict the reaction product. The product is: [CH:14]1([C:17]2[CH:18]=[CH:19][C:20]([CH:25]([C:4]3[CH:9]=[CH:8][C:7]([O:10][CH2:11][CH3:12])=[CH:6][CH:5]=3)[OH:26])=[N:21][C:22]=2[O:23][CH3:24])[CH2:16][CH2:15]1. (5) The product is: [NH2:1][C:2]1[CH:3]=[C:4]([N:9]2[CH2:18][C:17]3[C:12](=[N:13][CH:14]=[N:15][CH:16]=3)[N:11]([CH3:21])[C:10]2=[O:22])[CH:5]=[CH:6][C:7]=1[F:8]. Given the reactants [NH2:1][C:2]1[CH:3]=[C:4]([N:9]2[CH2:18][C:17]3[C:12](=[N:13][C:14](SC)=[N:15][CH:16]=3)[N:11]([CH3:21])[C:10]2=[O:22])[CH:5]=[CH:6][C:7]=1[F:8], predict the reaction product.